From a dataset of Full USPTO retrosynthesis dataset with 1.9M reactions from patents (1976-2016). Predict the reactants needed to synthesize the given product. (1) Given the product [Br:14][C:9]1[C:10](=[O:11])[N:6]([CH:1]2[CH2:2][CH2:3][CH2:4][CH2:5]2)[N:7]([CH3:13])[C:8]=1[CH3:12], predict the reactants needed to synthesize it. The reactants are: [CH:1]1([N:6]2[C:10](=[O:11])[CH:9]=[C:8]([CH3:12])[N:7]2[CH3:13])[CH2:5][CH2:4][CH2:3][CH2:2]1.[Br:14]N1C(=O)CCC1=O. (2) Given the product [Cl:1][C:2]1[C:3]2[O:11][CH:10]=[C:9]([C:12]3[CH:13]=[C:14]4[C:18](=[CH:19][CH:20]=3)[N:17]([C:30](=[O:31])[CH2:29][C:23]3[CH:24]=[C:25]([F:28])[CH:26]=[CH:27][C:22]=3[F:21])[CH2:16][CH2:15]4)[C:4]=2[C:5]([NH2:8])=[N:6][CH:7]=1, predict the reactants needed to synthesize it. The reactants are: [Cl:1][C:2]1[C:3]2[O:11][CH:10]=[C:9]([C:12]3[CH:13]=[C:14]4[C:18](=[CH:19][CH:20]=3)[NH:17][CH2:16][CH2:15]4)[C:4]=2[C:5]([NH2:8])=[N:6][CH:7]=1.[F:21][C:22]1[CH:27]=[CH:26][C:25]([F:28])=[CH:24][C:23]=1[CH2:29][C:30](O)=[O:31].CN(C(ON1N=NC2C=CC=NC1=2)=[N+](C)C)C.F[P-](F)(F)(F)(F)F.CCN(C(C)C)C(C)C. (3) Given the product [CH2:1]([O:3][C:4](=[O:30])[C:5]([NH:22][C:23]([O:25][C:26]([CH3:29])([CH3:27])[CH3:28])=[O:24])([CH2:19][CH2:20][N:31]1[CH2:35][CH2:34][CH2:33][CH2:32]1)[CH2:6][CH2:7][CH2:8][CH2:9][B:10]1[O:14][C:13]([CH3:15])([CH3:16])[C:12]([CH3:18])([CH3:17])[O:11]1)[CH3:2], predict the reactants needed to synthesize it. The reactants are: [CH2:1]([O:3][C:4](=[O:30])[C:5]([NH:22][C:23]([O:25][C:26]([CH3:29])([CH3:28])[CH3:27])=[O:24])([CH2:19][CH:20]=O)[CH2:6][CH2:7][CH2:8][CH2:9][B:10]1[O:14][C:13]([CH3:16])([CH3:15])[C:12]([CH3:18])([CH3:17])[O:11]1)[CH3:2].[NH:31]1[CH2:35][CH2:34][CH2:33][CH2:32]1.C(O[BH-](OC(=O)C)OC(=O)C)(=O)C.[Na+]. (4) Given the product [Cl:27][C:23]1[C:24]([CH3:26])=[CH:25][C:20]([O:19][CH2:18][CH2:17][CH2:16][C:7]2[C:6]3[C:10](=[C:2]([C:31]4[N:30]([CH3:29])[CH:34]=[CH:33][CH:32]=4)[CH:3]=[CH:4][CH:5]=3)[N:9]([CH2:11][C:12]([OH:14])=[O:13])[C:8]=2[CH3:15])=[CH:21][C:22]=1[CH3:28], predict the reactants needed to synthesize it. The reactants are: Br[C:2]1[CH:3]=[CH:4][CH:5]=[C:6]2[C:10]=1[N:9]([CH2:11][C:12]([OH:14])=[O:13])[C:8]([CH3:15])=[C:7]2[CH2:16][CH2:17][CH2:18][O:19][C:20]1[CH:25]=[C:24]([CH3:26])[C:23]([Cl:27])=[C:22]([CH3:28])[CH:21]=1.[CH3:29][N:30]1[CH:34]=[CH:33][CH:32]=[C:31]1B1OC(C)(C)C(C)(C)O1. (5) Given the product [Br:1][C:2]1[CH:3]=[C:4]([C:5]([O:7][CH3:8])=[O:6])[CH:9]=[CH:10][C:11]=1[CH:12]([S:18]([OH:21])(=[O:20])=[O:19])[CH2:13][C:14]([O:16][CH3:17])=[O:15], predict the reactants needed to synthesize it. The reactants are: [Br:1][C:2]1[CH:3]=[C:4]([CH:9]=[CH:10][C:11]=1/[CH:12]=[CH:13]/[C:14]([O:16][CH3:17])=[O:15])[C:5]([O:7][CH3:8])=[O:6].[S:18](=[O:21])([OH:20])[O-:19].[Na+]. (6) The reactants are: [F:1][CH:2]([F:9])[C:3](=[O:8])[CH2:4][C:5](=O)[CH3:6].O.[NH2:11][NH2:12]. Given the product [F:1][CH:2]([F:9])[C:3]1([OH:8])[NH:12][N:11]=[C:5]([CH3:6])[CH2:4]1, predict the reactants needed to synthesize it.